This data is from NCI-60 drug combinations with 297,098 pairs across 59 cell lines. The task is: Regression. Given two drug SMILES strings and cell line genomic features, predict the synergy score measuring deviation from expected non-interaction effect. (1) Drug 1: CC1=C(C(=CC=C1)Cl)NC(=O)C2=CN=C(S2)NC3=CC(=NC(=N3)C)N4CCN(CC4)CCO. Drug 2: CC(C)NC(=O)C1=CC=C(C=C1)CNNC.Cl. Cell line: PC-3. Synergy scores: CSS=15.7, Synergy_ZIP=4.80, Synergy_Bliss=9.52, Synergy_Loewe=-3.07, Synergy_HSA=8.66. (2) Drug 1: C1CN1P(=S)(N2CC2)N3CC3. Drug 2: C1CCC(C(C1)N)N.C(=O)(C(=O)[O-])[O-].[Pt+4]. Cell line: MOLT-4. Synergy scores: CSS=93.5, Synergy_ZIP=7.63, Synergy_Bliss=7.91, Synergy_Loewe=7.51, Synergy_HSA=10.7. (3) Drug 1: CCC1=CC2CC(C3=C(CN(C2)C1)C4=CC=CC=C4N3)(C5=C(C=C6C(=C5)C78CCN9C7C(C=CC9)(C(C(C8N6C)(C(=O)OC)O)OC(=O)C)CC)OC)C(=O)OC.C(C(C(=O)O)O)(C(=O)O)O. Drug 2: CN1C(=O)N2C=NC(=C2N=N1)C(=O)N. Cell line: A498. Synergy scores: CSS=11.8, Synergy_ZIP=-7.64, Synergy_Bliss=0.799, Synergy_Loewe=-29.6, Synergy_HSA=-1.10.